From a dataset of Forward reaction prediction with 1.9M reactions from USPTO patents (1976-2016). Predict the product of the given reaction. (1) Given the reactants C(N(CC)CC)C.Br[C:9]1[S:10][CH:11]=[C:12]([Br:14])[CH:13]=1.[C:15]([Si:17]([CH3:20])([CH3:19])[CH3:18])#[CH:16], predict the reaction product. The product is: [Br:14][C:12]1[CH:13]=[C:9]([C:16]#[C:15][Si:17]([CH3:20])([CH3:19])[CH3:18])[S:10][CH:11]=1. (2) Given the reactants [Cl:1][C:2]1[C:3]([C:9]2[CH:13]=[C:12]([C:14]([F:17])([F:16])[F:15])[N:11]([CH3:18])[N:10]=2)=[N:4][CH:5]=[C:6]([Cl:8])[CH:7]=1.C(O)(=O)C.[Cl:23]Cl, predict the reaction product. The product is: [Cl:1][C:2]1[C:3]([C:9]2[C:13]([Cl:23])=[C:12]([C:14]([F:17])([F:16])[F:15])[N:11]([CH3:18])[N:10]=2)=[N:4][CH:5]=[C:6]([Cl:8])[CH:7]=1. (3) Given the reactants [Br:1][CH:2]([CH2:6][CH2:7]Br)[C:3](Cl)=[O:4].[F:9][C:10]1[CH:11]=[C:12]([CH:14]=[CH:15][C:16]=1[CH3:17])[NH2:13].CCN(CC)CC.[H-].[Na+], predict the reaction product. The product is: [Br:1][CH:2]1[CH2:6][CH2:7][N:13]([C:12]2[CH:14]=[CH:15][C:16]([CH3:17])=[C:10]([F:9])[CH:11]=2)[C:3]1=[O:4]. (4) Given the reactants [CH2:1]([O:8][C:9]1[C:24]([F:25])=[CH:23][C:12]([CH2:13][C:14]2[C:22]3[C:17](=[N:18][CH:19]=[CH:20][CH:21]=3)[NH:16][CH:15]=2)=[C:11]([F:26])[CH:10]=1)[C:2]1[CH:7]=[CH:6][CH:5]=[CH:4][CH:3]=1.[H-].[Na+].[CH:29]([Si:32](Cl)([CH:36]([CH3:38])[CH3:37])[CH:33]([CH3:35])[CH3:34])([CH3:31])[CH3:30].O, predict the reaction product. The product is: [CH2:1]([O:8][C:9]1[C:24]([F:25])=[CH:23][C:12]([CH2:13][C:14]2[C:22]3[C:17](=[N:18][CH:19]=[CH:20][CH:21]=3)[N:16]([Si:32]([CH:36]([CH3:38])[CH3:37])([CH:33]([CH3:35])[CH3:34])[CH:29]([CH3:31])[CH3:30])[CH:15]=2)=[C:11]([F:26])[CH:10]=1)[C:2]1[CH:3]=[CH:4][CH:5]=[CH:6][CH:7]=1.